Dataset: Catalyst prediction with 721,799 reactions and 888 catalyst types from USPTO. Task: Predict which catalyst facilitates the given reaction. (1) Reactant: [C:1]1([S:7]([NH:10][C:11]2[S:12][C:13](Br)=[C:14]([CH3:21])[C:15]=2[C:16]([O:18][CH2:19][CH3:20])=[O:17])(=[O:9])=[O:8])[CH:6]=[CH:5][CH:4]=[CH:3][CH:2]=1.[O:23]1[CH:27]=[CH:26][C:25](B(O)O)=[CH:24]1.C(=O)([O-])[O-].[K+].[K+]. Product: [C:1]1([S:7]([NH:10][C:11]2[S:12][C:13]([C:25]3[CH:26]=[CH:27][O:23][CH:24]=3)=[C:14]([CH3:21])[C:15]=2[C:16]([O:18][CH2:19][CH3:20])=[O:17])(=[O:9])=[O:8])[CH:6]=[CH:5][CH:4]=[CH:3][CH:2]=1. The catalyst class is: 38. (2) Reactant: [NH2:1][C:2]1[CH:18]=[CH:17][C:5]([O:6][C:7]2[CH:12]=[CH:11][N:10]=[C:9]([NH:13][CH2:14][CH2:15][OH:16])[CH:8]=2)=[CH:4][C:3]=1[F:19].N1C=CN=C1.[CH3:25][C:26]([Si:29](Cl)([CH3:31])[CH3:30])([CH3:28])[CH3:27]. Product: [NH2:1][C:2]1[CH:18]=[CH:17][C:5]([O:6][C:7]2[CH:12]=[CH:11][N:10]=[C:9]([NH:13][CH2:14][CH2:15][O:16][Si:29]([C:26]([CH3:28])([CH3:27])[CH3:25])([CH3:31])[CH3:30])[CH:8]=2)=[CH:4][C:3]=1[F:19]. The catalyst class is: 3.